This data is from NCI-60 drug combinations with 297,098 pairs across 59 cell lines. The task is: Regression. Given two drug SMILES strings and cell line genomic features, predict the synergy score measuring deviation from expected non-interaction effect. (1) Drug 1: CCN(CC)CCCC(C)NC1=C2C=C(C=CC2=NC3=C1C=CC(=C3)Cl)OC. Drug 2: C1CNP(=O)(OC1)N(CCCl)CCCl. Cell line: HCC-2998. Synergy scores: CSS=40.9, Synergy_ZIP=-4.57, Synergy_Bliss=-6.62, Synergy_Loewe=-9.76, Synergy_HSA=-2.09. (2) Drug 1: C1=CC(=CC=C1CCC2=CNC3=C2C(=O)NC(=N3)N)C(=O)NC(CCC(=O)O)C(=O)O. Drug 2: C1CC(C1)(C(=O)O)C(=O)O.[NH2-].[NH2-].[Pt+2]. Cell line: HOP-62. Synergy scores: CSS=39.5, Synergy_ZIP=-5.27, Synergy_Bliss=-3.03, Synergy_Loewe=-5.83, Synergy_HSA=0.308. (3) Drug 1: COC1=CC(=CC(=C1O)OC)C2C3C(COC3=O)C(C4=CC5=C(C=C24)OCO5)OC6C(C(C7C(O6)COC(O7)C8=CC=CS8)O)O. Drug 2: C1C(C(OC1N2C=C(C(=O)NC2=O)F)CO)O. Cell line: HT29. Synergy scores: CSS=55.2, Synergy_ZIP=-1.41, Synergy_Bliss=-0.653, Synergy_Loewe=4.35, Synergy_HSA=6.79.